Dataset: Forward reaction prediction with 1.9M reactions from USPTO patents (1976-2016). Task: Predict the product of the given reaction. (1) Given the reactants [O:1]1CCO[CH:2]1[C:6]1[CH:19]=[CH:18][C:9]([CH2:10][N:11]2[CH2:15][C@@H:14]([CH3:16])[O:13][C:12]2=[O:17])=[CH:8][CH:7]=1, predict the reaction product. The product is: [CH3:16][C@H:14]1[O:13][C:12](=[O:17])[N:11]([CH2:10][C:9]2[CH:18]=[CH:19][C:6]([CH:2]=[O:1])=[CH:7][CH:8]=2)[CH2:15]1. (2) Given the reactants CCN=C=NCCCN(C)C.[F:12][C:13]1[CH:18]=[CH:17][CH:16]=[CH:15][C:14]=1[NH:19][C:20]1[O:24][C:23]([C:25]([NH:27][C:28]2[CH:29]=[N:30][C:31]([N:34]3[CH2:39][CH2:38][NH:37][CH2:36][CH2:35]3)=[CH:32][CH:33]=2)=[O:26])=[N:22][N:21]=1.[C:40](O)(=[O:43])[CH2:41][OH:42].C1C=CC2N(O)N=NC=2C=1, predict the reaction product. The product is: [F:12][C:13]1[CH:18]=[CH:17][CH:16]=[CH:15][C:14]=1[NH:19][C:20]1[O:24][C:23]([C:25]([NH:27][C:28]2[CH:29]=[N:30][C:31]([N:34]3[CH2:39][CH2:38][N:37]([C:41](=[O:42])[CH2:40][OH:43])[CH2:36][CH2:35]3)=[CH:32][CH:33]=2)=[O:26])=[N:22][N:21]=1. (3) Given the reactants N[C:2]1[C:7]([CH3:8])=[CH:6][CH:5]=[CH:4][C:3]=1[S:9][C:10]1[C:11]([O:28][CH2:29][CH2:30][CH2:31][CH2:32][CH2:33][CH2:34][CH2:35][CH3:36])=[CH:12][C:13]2[C:26]3[CH:25]=[CH:24][CH:23]=[CH:22][C:21]=3C(=O)[C:19]3[C:14]=2[C:15]=1[CH:16]=[CH:17][CH:18]=3.CN([CH:40]=[O:41])C.Cl.N([O-])=O.[Na+], predict the reaction product. The product is: [CH2:29]([O:28][C:11]1[CH:12]=[C:13]2[C:26]3[C:25](=[CH:24][CH:23]=[CH:22][CH:21]=3)[C:40](=[O:41])[C:19]3[CH:18]=[CH:17][C:16]4[C:2]5[C:3]([S:9][C:10]=1[C:15]=4[C:14]2=3)=[CH:4][CH:5]=[CH:6][C:7]=5[CH3:8])[CH2:30][CH2:31][CH2:32][CH2:33][CH2:34][CH2:35][CH3:36]. (4) Given the reactants Cl[C:2]1[N:7]=[C:6]([N:8]([CH3:23])[CH:9]2[CH2:14][CH2:13][N:12]([C:15]3[CH:22]=[CH:21][C:18]([C:19]#[N:20])=[CH:17][N:16]=3)[CH2:11][CH2:10]2)[C:5]([Cl:24])=[CH:4][N:3]=1.[CH3:25][N:26]1[CH:30]=[C:29]([NH2:31])[CH:28]=[N:27]1.Cl, predict the reaction product. The product is: [Cl:24][C:5]1[C:6]([N:8]([CH3:23])[CH:9]2[CH2:14][CH2:13][N:12]([C:15]3[CH:22]=[CH:21][C:18]([C:19]#[N:20])=[CH:17][N:16]=3)[CH2:11][CH2:10]2)=[N:7][C:2]([NH:31][C:29]2[CH:28]=[N:27][N:26]([CH3:25])[CH:30]=2)=[N:3][CH:4]=1. (5) Given the reactants [OH-].[K+].[CH3:3][N:4]1[C:10]2[CH:11]=[CH:12][CH:13]=[CH:14][C:9]=2[C:8](/[CH:15]=[CH:16]/[C:17]2[CH:26]=[CH:25][C:20]([C:21]([O:23]C)=[O:22])=[CH:19][CH:18]=2)=[N:7][CH2:6][CH2:5]1, predict the reaction product. The product is: [C:21]([OH:23])(=[O:22])[CH3:20].[CH3:3][N:4]1[C:10]2[CH:11]=[CH:12][CH:13]=[CH:14][C:9]=2[C:8](/[CH:15]=[CH:16]/[C:17]2[CH:18]=[CH:19][C:20]([C:21]([OH:23])=[O:22])=[CH:25][CH:26]=2)=[N:7][CH2:6][CH2:5]1.